Dataset: Experimentally validated miRNA-target interactions with 360,000+ pairs, plus equal number of negative samples. Task: Binary Classification. Given a miRNA mature sequence and a target amino acid sequence, predict their likelihood of interaction. (1) Result: 0 (no interaction). The miRNA is mmu-miR-6380 with sequence UGUAAGUGCUUUUAACUGCUGAGC. The protein sequence of the target gene is MRWILFIGALIGSSICGQEKFFGDQVLRINVRNGDEISKLSQLVNSNNLKLNFWKSPSSFNRPVDVLVPSVSLQAFKSFLRSQGLEYAVTIEDLQALLDNEDDEMQHNEGQERSSNNFNYGAYHSLEAIYHEMDNIAADFPDLARRVKIGHSFENRPMYVLKFSTGKGVRRPAVWLNAGIHSREWISQATAIWTARKIVSDYQRDPAITSILEKMDIFLLPVANPDGYVYTQTQNRLWRKTRSRNPGSSCIGADPNRNWNASFAGKGASDNPCSEVYHGPHANSEVEVKSVVDFIQKHGN.... (2) The miRNA is mmu-miR-101a-3p with sequence UACAGUACUGUGAUAACUGAA. The protein sequence of the target gene is MTNMSWSFLTRLLEEIHNHSTFVGKVWLTVLVVFRIVLTAVGGEAIYSDEQAKFTCNTRQPGCDNVCYDAFAPLSHVRFWVFQIVVISTPSVMYLGYAVHRLARASEQERRRALRRRPGPRRAPRAHLPPPHAGWPEPADLGEEEPMLGLGEEEEEEETGAAEGAGEEAEEAGAEEACTKAVGADGKAAGTPGPTGQHDGRRRIQREGLMRVYVAQLVARAAFEVAFLVGQYLLYGFEVRPFFPCSRQPCPHVVDCFVSRPTEKTVFLLVMYVVSCLCLLLNLCEMAHLGLGSAQDAVRG.... Result: 0 (no interaction). (3) The miRNA is hsa-miR-885-3p with sequence AGGCAGCGGGGUGUAGUGGAUA. Result: 0 (no interaction). The protein sequence of the target gene is MAKGVAVLNSSEGVTGTIFFTQEGDGVTTVSGTVSGLKPGLHGFHVHALGDTTNGCMSTGPHFNPDGKTHGAPEDANRHAGDLGNITVGDDGTATFTITDCQIPLTGPNSIVGRAVVVHADPDDLGKGGHELSLATGNAGGRVACGIIGLQG.